From a dataset of Reaction yield outcomes from USPTO patents with 853,638 reactions. Predict the reaction yield, written as a fraction of the theoretical maximum amount of product (1.0 means a 100% yield; for example, 0.34 means a 34% yield). The product is [CH3:31][O:30][C:28]([CH2:27][CH2:26][NH:25][C:21]([CH:22]=[CH:23][C:2]1[CH:11]=[CH:10][C:9]2[NH:8][C:7](=[O:12])[C:6]3[NH:13][CH:14]=[CH:15][C:5]=3[C:4]=2[CH:3]=1)=[O:24])=[O:29].[CH2:16]([C:18]([O-:20])=[O:19])[CH3:17]. The reactants are Br[C:2]1[CH:11]=[CH:10][C:9]2[NH:8][C:7](=[O:12])[C:6]3[NH:13][CH:14]=[CH:15][C:5]=3[C:4]=2[CH:3]=1.[CH2:16]([C:18]([O-:20])=[O:19])[CH3:17].[C:21]([NH:25][CH2:26][CH2:27][C:28]([O:30][CH3:31])=[O:29])(=[O:24])[CH:22]=[CH2:23]. The catalyst is ClCCl. The yield is 0.120.